From a dataset of Catalyst prediction with 721,799 reactions and 888 catalyst types from USPTO. Predict which catalyst facilitates the given reaction. (1) Reactant: CC(C)([O-:4])C.[K+].[CH3:7][C:8]([CH3:16])([CH2:11][CH2:12][CH2:13][C:14]#[N:15])[C:9]#N. Product: [C:14]([CH:13]1[C:7](=[O:4])[C:8]([CH3:16])([CH3:9])[CH2:11][CH2:12]1)#[N:15]. The catalyst class is: 11. (2) Reactant: O.FC(F)(F)C(O)=[O:5].[NH2:9][C:10]([NH:12][C:13]1[NH:14][C:15]2[C:20]([C:21]=1[C:22]([NH2:24])=[O:23])=[CH:19][CH:18]=[C:17]([C:25]#[CH:26])[CH:16]=2)=[O:11].[OH-].[Na+]. Product: [C:25]([C:17]1[CH:16]=[C:15]2[C:20]([C:21]([C:22]([NH2:24])=[O:23])=[C:13]([NH:12][C:10]([NH2:9])=[O:11])[NH:14]2)=[CH:19][CH:18]=1)(=[O:5])[CH3:26]. The catalyst class is: 12.